From a dataset of Full USPTO retrosynthesis dataset with 1.9M reactions from patents (1976-2016). Predict the reactants needed to synthesize the given product. (1) Given the product [Cl:37][C:38]1[CH:43]=[CH:42][CH:41]=[C:40]([Cl:44])[C:39]=1[CH2:29][C:20]1[N:21]=[C:16]([NH:15][C:4]2[CH:5]=[CH:6][C:7]([N:9]3[CH2:14][CH2:13][NH:12][CH2:11][CH2:10]3)=[CH:8][C:3]=2[O:2][CH3:1])[C:17]2[C:27](=[O:28])[NH:26][CH:25]=[CH:24][C:18]=2[N:19]=1, predict the reactants needed to synthesize it. The reactants are: [CH3:1][O:2][C:3]1[CH:8]=[C:7]([N:9]2[CH2:14][CH2:13][NH:12][CH2:11][CH2:10]2)[CH:6]=[CH:5][C:4]=1[NH:15][C:16]1[C:17]2[C:27](=[O:28])[NH:26][CH:25]=[CH:24][C:18]=2[N:19]=[C:20](SC)[N:21]=1.[CH3:29]N1CCCC1=O.[Br-].[Cl:37][C:38]1[CH:43]=[CH:42][CH:41]=[C:40]([Cl:44])[C:39]=1[Zn+]. (2) The reactants are: [CH2:1]1[C:3]([NH2:7])([C:4]([OH:6])=[O:5])[CH2:2]1.[CH3:8][CH:9]([CH3:28])[C:10]([O:12][CH:13]([O:17][C:18](ON1C(=O)CCC1=O)=[O:19])[CH:14]([CH3:16])[CH3:15])=[O:11]. Given the product [C:10]([O:12][CH:13]([O:17][C:18]([NH:7][C:3]1([C:4]([OH:6])=[O:5])[CH2:2][CH2:1]1)=[O:19])[CH:14]([CH3:15])[CH3:16])(=[O:11])[CH:9]([CH3:28])[CH3:8], predict the reactants needed to synthesize it.